The task is: Predict the reactants needed to synthesize the given product.. This data is from Full USPTO retrosynthesis dataset with 1.9M reactions from patents (1976-2016). Given the product [Cl-:6].[CH2:8]([C:9]1[C:18]2[C:13](=[CH:14][C:15]3[O:21][CH2:20][O:19][C:16]=3[CH:17]=2)[CH2:12][CH2:11][N+:10]=1[CH2:22][C:23]1[CH:28]=[CH:27][CH:26]=[CH:25][C:24]=1[F:29])[CH2:1][CH3:2], predict the reactants needed to synthesize it. The reactants are: [CH3:1][CH2:2]CC([Cl:6])=O.[Cl-].[CH3:8][C:9]1[C:18]2[C:13](=[CH:14][C:15]3[O:21][CH2:20][O:19][C:16]=3[CH:17]=2)[CH2:12][CH2:11][N+:10]=1[CH2:22][C:23]1[CH:28]=[CH:27][CH:26]=[CH:25][C:24]=1[F:29].